The task is: Predict the product of the given reaction.. This data is from Forward reaction prediction with 1.9M reactions from USPTO patents (1976-2016). (1) Given the reactants COC(C1N=C(N)SC=1)=O.C1(CC(C2C=CC(S(C)(=O)=O)=C(C(F)(F)F)C=2)C(O)=O)CCCC1.COC([C:39]1[N:40]=[C:41]([NH:44][C:45](=[O:67])[CH:46]([C:53]2[CH:58]=[CH:57][C:56]([S:59]([CH3:62])(=[O:61])=[O:60])=[C:55]([C:63]([F:66])([F:65])[F:64])[CH:54]=2)[CH2:47][CH:48]2[CH2:52][CH2:51][CH2:50][CH2:49]2)[S:42][CH:43]=1)=O, predict the reaction product. The product is: [CH:48]1([CH2:47][CH:46]([C:53]2[CH:58]=[CH:57][C:56]([S:59]([CH3:62])(=[O:60])=[O:61])=[C:55]([C:63]([F:64])([F:65])[F:66])[CH:54]=2)[C:45]([NH:44][C:41]2[S:42][CH:43]=[CH:39][N:40]=2)=[O:67])[CH2:52][CH2:51][CH2:50][CH2:49]1. (2) Given the reactants [N:1]1([C:11]([O:13][C:14]([CH3:17])([CH3:16])[CH3:15])=[O:12])[CH2:6][CH2:5][O:4][C@@H:3]2[CH2:7][NH:8][CH2:9][CH2:10][C@@H:2]12.Cl[C:19]([O:21][CH2:22][C:23]1[CH:28]=[CH:27][CH:26]=[CH:25][CH:24]=1)=[O:20].C(N(CC)CC)C, predict the reaction product. The product is: [N:1]1([C:11]([O:13][C:14]([CH3:17])([CH3:16])[CH3:15])=[O:12])[CH2:6][CH2:5][O:4][C@@H:3]2[CH2:7][N:8]([C:19]([O:21][CH2:22][C:23]3[CH:28]=[CH:27][CH:26]=[CH:25][CH:24]=3)=[O:20])[CH2:9][CH2:10][C@@H:2]12. (3) Given the reactants [CH2:1]([O:3][C:4](=[O:13])[CH2:5][C:6]1[CH:11]=[CH:10][C:9]([SH:12])=[CH:8][CH:7]=1)[CH3:2].N1C=CC=CC=1.Cl[CH2:21][O:22][CH2:23][CH3:24].Cl, predict the reaction product. The product is: [CH2:1]([O:3][C:4](=[O:13])[CH2:5][C:6]1[CH:11]=[CH:10][C:9]([S:12][CH2:21][O:22][CH2:23][CH3:24])=[CH:8][CH:7]=1)[CH3:2]. (4) Given the reactants [Cl:1][C:2]1[CH:3]=[C:4]([NH:9][C:10]2[C:11]3[C:18]4[CH2:19][N:20](C(OCC)=O)[CH2:21][C:17]=4[S:16][C:12]=3[N:13]=[CH:14][N:15]=2)[CH:5]=[CH:6][C:7]=1[F:8].[OH-].[K+].O, predict the reaction product. The product is: [Cl:1][C:2]1[CH:3]=[C:4]([NH:9][C:10]2[C:11]3[C:18]4[CH2:19][NH:20][CH2:21][C:17]=4[S:16][C:12]=3[N:13]=[CH:14][N:15]=2)[CH:5]=[CH:6][C:7]=1[F:8]. (5) Given the reactants [C:1]([O:5][C:6]([NH:8][CH2:9][C:10]1[CH:15]=[CH:14][C:13](B(O)O)=[CH:12][CH:11]=1)=[O:7])([CH3:4])([CH3:3])[CH3:2].[Cl:19][CH:20]([Cl:36])[C:21]([NH:23][C@H:24]([CH2:34][F:35])[C@H:25]([OH:33])[C:26]1[CH:31]=[CH:30][C:29](I)=[CH:28][CH:27]=1)=[O:22], predict the reaction product. The product is: [Cl:19][CH:20]([Cl:36])[C:21]([NH:23][C@H:24]([CH2:34][F:35])[C@@H:25]([C:26]1[CH:27]=[CH:28][C:29]([C:13]2[CH:14]=[CH:15][C:10]([CH2:9][NH:8][C:6](=[O:7])[O:5][C:1]([CH3:4])([CH3:3])[CH3:2])=[CH:11][CH:12]=2)=[CH:30][CH:31]=1)[OH:33])=[O:22]. (6) Given the reactants [F:1][C:2]([F:7])([F:6])[C:3]([OH:5])=[O:4].C([O:15][C:16](=[O:41])[C:17]([CH2:39][CH3:40])([CH2:37][CH3:38])[CH2:18][C:19]1[S:20][C:21]([C:24]([O:26][C:27]2[CH:32]=[CH:31][C:30]([C:33](=[NH:35])[NH2:34])=[CH:29][C:28]=2[F:36])=[O:25])=[CH:22][CH:23]=1)C1C=CC=CC=1, predict the reaction product. The product is: [F:1][C:2]([F:7])([F:6])[C:3]([OH:5])=[O:4].[C:33]([C:30]1[CH:31]=[CH:32][C:27]([O:26][C:24]([C:21]2[S:20][C:19]([CH2:18][C:17]([CH2:39][CH3:40])([CH2:37][CH3:38])[C:16]([OH:41])=[O:15])=[CH:23][CH:22]=2)=[O:25])=[C:28]([F:36])[CH:29]=1)(=[NH:34])[NH2:35]. (7) Given the reactants [CH3:1][N:2]([C:11]1[CH:16]=[CH:15][CH:14]=[CH:13][CH:12]=1)[C:3](=[O:10])[C:4]1[CH:9]=[CH:8][CH:7]=[CH:6][CH:5]=1, predict the reaction product. The product is: [CH2:3]([OH:10])[C:4]1[CH:9]=[CH:8][CH:7]=[CH:6][CH:5]=1.[CH3:1][NH:2][C:11]1[CH:16]=[CH:15][CH:14]=[CH:13][CH:12]=1.